Task: Predict the reaction yield, written as a fraction of the theoretical maximum amount of product (1.0 means a 100% yield; for example, 0.34 means a 34% yield).. Dataset: Reaction yield outcomes from USPTO patents with 853,638 reactions (1) The reactants are [BH4-].[Na+].[F:3][C:4]1[CH:9]=[CH:8][C:7]([NH:10][C:11](=[N:19][C:20]([N:28]2[CH2:33][CH2:32][C:31](=[O:34])[CH2:30][CH2:29]2)=[N:21][C:22]2[CH:27]=[CH:26][CH:25]=[CH:24][CH:23]=2)[C:12]2[CH:17]=[CH:16][CH:15]=[CH:14][C:13]=2[CH3:18])=[CH:6][CH:5]=1.[Cl-].[NH4+].[CH2:37](O)C. No catalyst specified. The product is [F:3][C:4]1[CH:5]=[CH:6][C:7]([NH:10][C:11](=[N:19][C:20]([N:28]2[CH2:33][CH2:32][CH:31]([OH:34])[CH2:30][CH2:29]2)=[N:21][C:22]2[CH:27]=[CH:26][CH:25]=[CH:24][CH:23]=2)[C:12]2[C:17]([CH3:37])=[CH:16][CH:15]=[CH:14][C:13]=2[CH3:18])=[CH:8][CH:9]=1. The yield is 0.450. (2) The reactants are [F:1][C:2]1[CH:7]=[CH:6][C:5]([O:8][CH:9]([CH3:11])[CH3:10])=[CH:4][C:3]=1[F:12].C(NC(C)C)(C)C.[Li].CN(C)[CH:23]=[O:24].C(O)(=O)C. The catalyst is O1CCCC1. The product is [F:12][C:3]1[C:2]([F:1])=[CH:7][CH:6]=[C:5]([O:8][CH:9]([CH3:10])[CH3:11])[C:4]=1[CH:23]=[O:24]. The yield is 0.899. (3) The reactants are [N:1]1[CH:6]=[CH:5][CH:4]=[CH:3][C:2]=1[C:7]1[CH:14]=[CH:13][C:10]([CH:11]=O)=[CH:9][CH:8]=1.[C:15]([O:19][C:20]([CH3:23])([CH3:22])[CH3:21])(=[O:18])[NH:16][NH2:17].O. The catalyst is C(O)C. The product is [N:1]1[CH:6]=[CH:5][CH:4]=[CH:3][C:2]=1[C:7]1[CH:14]=[CH:13][C:10](/[CH:11]=[N:17]/[NH:16][C:15]([O:19][C:20]([CH3:23])([CH3:22])[CH3:21])=[O:18])=[CH:9][CH:8]=1. The yield is 0.920.